This data is from Reaction yield outcomes from USPTO patents with 853,638 reactions. The task is: Predict the reaction yield, written as a fraction of the theoretical maximum amount of product (1.0 means a 100% yield; for example, 0.34 means a 34% yield). (1) The reactants are [OH:1][CH2:2][CH2:3][N:4]1[CH:8]=[C:7]([CH2:9][NH:10][C:11](=[O:21])[CH2:12][N:13]2[CH:17]=[CH:16][N:15]=[C:14]2[N+:18]([O-:20])=[O:19])[N:6]=[N:5]1.[O:22](S(C1C=CC(C)=CC=1)(=O)=O)[S:23]([C:26]1[CH:32]=[CH:31][C:29]([CH3:30])=[CH:28][CH:27]=1)(=O)=[O:24]. The product is [CH3:30][C:29]1[CH:31]=[CH:32][C:26]([S:23]([O:1][CH2:2][CH2:3][N:4]2[CH:8]=[C:7]([CH2:9][NH:10][C:11](=[O:21])[CH2:12][N:13]3[CH:17]=[CH:16][N:15]=[C:14]3[N+:18]([O-:20])=[O:19])[N:6]=[N:5]2)(=[O:24])=[O:22])=[CH:27][CH:28]=1. The yield is 0.340. The catalyst is C(Cl)Cl. (2) The reactants are [C:1]1([C:7]2[O:11][N:10]=[CH:9][C:8]=2/[CH:12]=[CH:13]/[C:14]([O:16]CC)=[O:15])[CH:6]=[CH:5][CH:4]=[CH:3][CH:2]=1.Cl. The catalyst is C(O)(=O)C. The product is [C:1]1([C:7]2[O:11][N:10]=[CH:9][C:8]=2/[CH:12]=[CH:13]/[C:14]([OH:16])=[O:15])[CH:2]=[CH:3][CH:4]=[CH:5][CH:6]=1. The yield is 0.930.